Dataset: Reaction yield outcomes from USPTO patents with 853,638 reactions. Task: Predict the reaction yield, written as a fraction of the theoretical maximum amount of product (1.0 means a 100% yield; for example, 0.34 means a 34% yield). (1) The reactants are Cl.[C:2](=[NH:10])([O:7][CH2:8][CH3:9])[C:3]([CH3:6])([CH3:5])[CH3:4].N1C(C)=CC(C)=CC=1C.Cl[C:21]([O:23][CH2:24][CH3:25])=[O:22]. The catalyst is C(Cl)Cl. The product is [CH2:24]([O:23][C:21]([N:10]=[C:2]([O:7][CH2:8][CH3:9])[C:3]([CH3:6])([CH3:5])[CH3:4])=[O:22])[CH3:25]. The yield is 0.890. (2) The reactants are [O:1]=[C:2]([C:6]1[CH:11]=[CH:10][CH:9]=[CH:8][CH:7]=1)[CH2:3][C:4]#[N:5].[OH-].[Na+].Cl.[NH2:15]O.Cl. The catalyst is O.CCO. The product is [C:6]1([C:2]2[O:1][N:5]=[C:4]([NH2:15])[CH:3]=2)[CH:11]=[CH:10][CH:9]=[CH:8][CH:7]=1. The yield is 0.680. (3) The reactants are [Cl:1][C:2]1[CH:7]=[C:6]([OH:8])[C:5]([Cl:9])=[CH:4][N:3]=1.C(=O)([O-])[O-].[Cs+].[Cs+].FC(F)(F)S(O[CH2:22][C:23]([F:26])([F:25])[F:24])(=O)=O. The catalyst is CN(C=O)C.C(OC(=O)C)C. The product is [Cl:1][C:2]1[CH:7]=[C:6]([O:8][CH2:22][C:23]([F:26])([F:25])[F:24])[C:5]([Cl:9])=[CH:4][N:3]=1. The yield is 0.590. (4) The reactants are [CH2:1]([N:8]1[C:13](=[O:14])[C:12]([C:15]2[CH:20]=[CH:19][C:18]([F:21])=[CH:17][CH:16]=2)=[C:11]([C:22]2[CH:27]=[CH:26][C:25]([S:28]([NH2:31])(=[O:30])=[O:29])=[C:24]([F:32])[CH:23]=2)[CH:10]=[N:9]1)[C:2]1[CH:7]=[CH:6]C=CC=1.Br[CH2:34]C=C(C)C. No catalyst specified. The product is [CH3:6][C:7]([CH3:34])=[CH:2][CH2:1][N:8]1[C:13](=[O:14])[C:12]([C:15]2[CH:20]=[CH:19][C:18]([F:21])=[CH:17][CH:16]=2)=[C:11]([C:22]2[CH:27]=[CH:26][C:25]([S:28]([NH2:31])(=[O:29])=[O:30])=[C:24]([F:32])[CH:23]=2)[CH:10]=[N:9]1. The yield is 0.300. (5) The reactants are S([O-])([O-])=O.[Na+].[Na+].[NH2:7][C:8]1[N:13]=[C:12]([NH2:14])[C:11]([O:15][C:16]2[C:17]([CH:28]([CH3:30])[CH3:29])=[CH:18][C:19]([O:26][CH3:27])=[C:20]([S:22](Cl)(=[O:24])=[O:23])[CH:21]=2)=[CH:10][N:9]=1.C(=O)(O)[O-].[Na+].[CH2:36](I)[CH3:37]. The catalyst is O.O1CCOCC1. The product is [CH2:36]([S:22]([C:20]1[C:19]([O:26][CH3:27])=[CH:18][C:17]([CH:28]([CH3:30])[CH3:29])=[C:16]([CH:21]=1)[O:15][C:11]1[C:12]([NH2:14])=[N:13][C:8]([NH2:7])=[N:9][CH:10]=1)(=[O:24])=[O:23])[CH3:37]. The yield is 0.200. (6) The reactants are C(Cl)(=O)C(Cl)=O.CS(C)=O.[CH2:11]([O:13][C:14]([C@H:16]1[CH2:21][CH2:20][C@H:19]([CH2:22][OH:23])[CH2:18][CH2:17]1)=[O:15])[CH3:12].C(N(CC)CC)C. The catalyst is ClCCl. The product is [CH2:11]([O:13][C:14]([C@H:16]1[CH2:21][CH2:20][C@H:19]([CH:22]=[O:23])[CH2:18][CH2:17]1)=[O:15])[CH3:12]. The yield is 0.980. (7) The reactants are [F:1][C:2]1[CH:7]=[C:6]([F:8])[CH:5]=[CH:4][C:3]=1[CH:9]1[CH2:13][CH2:12][CH2:11][C:10]1=[O:14].[C:15](Cl)([N:17]=[C:18]=[O:19])=[O:16].C1(C)C=CC=CC=1. The catalyst is C(OCC)(=O)C. The product is [F:1][C:2]1[CH:7]=[C:6]([F:8])[CH:5]=[CH:4][C:3]=1[CH:9]1[C:10]2[O:14][C:18](=[O:19])[NH:17][C:15](=[O:16])[C:11]=2[CH2:12][CH2:13]1. The yield is 0.364.